Dataset: Forward reaction prediction with 1.9M reactions from USPTO patents (1976-2016). Task: Predict the product of the given reaction. (1) Given the reactants [CH:1]1([CH2:8][O:9][C:10]2[CH:11]=[C:12]([CH:16]([OH:27])[CH2:17][CH2:18][NH:19][C:20](=[O:26])[O:21][C:22]([CH3:25])([CH3:24])[CH3:23])[CH:13]=[CH:14][CH:15]=2)[CH2:7][CH2:6][CH2:5][CH2:4][CH2:3][CH2:2]1.[Cr](Cl)([O-])(=O)=O.[NH+]1C=CC=CC=1, predict the reaction product. The product is: [CH:1]1([CH2:8][O:9][C:10]2[CH:11]=[C:12]([C:16](=[O:27])[CH2:17][CH2:18][NH:19][C:20](=[O:26])[O:21][C:22]([CH3:23])([CH3:24])[CH3:25])[CH:13]=[CH:14][CH:15]=2)[CH2:2][CH2:3][CH2:4][CH2:5][CH2:6][CH2:7]1. (2) Given the reactants C(OC([N:8]1[CH2:13][CH2:12][CH2:11][C@H:10]([C:14]2[N:18]=[C:17]([C:19]3[CH:24]=[CH:23][C:22]([F:25])=[CH:21][CH:20]=3)[O:16][N:15]=2)[CH2:9]1)=O)(C)(C)C.[Cl:26]CCl, predict the reaction product. The product is: [ClH:26].[F:25][C:22]1[CH:23]=[CH:24][C:19]([C:17]2[O:16][N:15]=[C:14]([C@H:10]3[CH2:11][CH2:12][CH2:13][NH:8][CH2:9]3)[N:18]=2)=[CH:20][CH:21]=1. (3) Given the reactants [Cl:1][C:2]1[CH:3]=[C:4]([OH:8])[CH:5]=[CH:6][CH:7]=1.CC1C=CC(S(O[CH2:20][CH2:21][CH2:22][NH:23][C:24]2[C:25](=[O:41])[N:26]([C:37]([CH3:40])([CH3:39])[CH3:38])[S:27](=[O:36])(=[O:35])[C:28]=2[C:29]2[CH:34]=[CH:33][CH:32]=[CH:31][CH:30]=2)(=O)=O)=CC=1, predict the reaction product. The product is: [C:37]([N:26]1[C:25](=[O:41])[C:24]([NH:23][CH2:22][CH2:21][CH2:20][O:8][C:4]2[CH:5]=[CH:6][CH:7]=[C:2]([Cl:1])[CH:3]=2)=[C:28]([C:29]2[CH:30]=[CH:31][CH:32]=[CH:33][CH:34]=2)[S:27]1(=[O:35])=[O:36])([CH3:38])([CH3:39])[CH3:40]. (4) Given the reactants C(=O)([O-])[O-].[K+].[K+].F[C:8]1[CH:13]=[CH:12][C:11]([F:14])=[CH:10][C:9]=1[N+:15]([O-:17])=[O:16].CN(C)C=O.[C:23]([O:29][CH3:30])(=[O:28])[CH2:24][C:25]([CH3:27])=[O:26], predict the reaction product. The product is: [CH3:30][O:29][C:23](=[O:28])[C:24]([C:8]1[CH:13]=[CH:12][C:11]([F:14])=[CH:10][C:9]=1[N+:15]([O-:17])=[O:16])=[C:25]([OH:26])[CH3:27]. (5) Given the reactants [C:1]([C:5]1[CH:10]=[CH:9][CH:8]=[CH:7][C:6]=1[N:11]1[CH2:16][CH2:15][N:14]([C:17](=[O:21])[C:18](O)=[O:19])[CH2:13][CH2:12]1)([CH3:4])([CH3:3])[CH3:2].CCN=C=NCCCN(C)C.C1C=CC2N(O)N=NC=2C=1.[CH2:43]([NH:50][CH:51]([CH3:53])[CH3:52])[C:44]1[CH:49]=[CH:48][CH:47]=[CH:46][CH:45]=1, predict the reaction product. The product is: [CH2:43]([N:50]([CH:51]([CH3:53])[CH3:52])[C:18](=[O:19])[C:17]([N:14]1[CH2:15][CH2:16][N:11]([C:6]2[CH:7]=[CH:8][CH:9]=[CH:10][C:5]=2[C:1]([CH3:3])([CH3:2])[CH3:4])[CH2:12][CH2:13]1)=[O:21])[C:44]1[CH:49]=[CH:48][CH:47]=[CH:46][CH:45]=1.